From a dataset of Full USPTO retrosynthesis dataset with 1.9M reactions from patents (1976-2016). Predict the reactants needed to synthesize the given product. (1) Given the product [C:14]([Si:17]([C:24]1[CH:29]=[CH:28][CH:27]=[CH:26][CH:25]=1)([C:18]1[CH:23]=[CH:22][CH:21]=[CH:20][CH:19]=1)[O:5][CH2:4][CH:2]([OH:3])[CH2:1][C:31]([CH3:33])=[CH2:32])([CH3:16])([CH3:15])[CH3:13], predict the reactants needed to synthesize it. The reactants are: [CH2:1]1[O:3][C@@H:2]1[CH2:4][OH:5].CCN(CC)CC.[CH3:13][C:14]([Si:17](Cl)([C:24]1[CH:29]=[CH:28][CH:27]=[CH:26][CH:25]=1)[C:18]1[CH:23]=[CH:22][CH:21]=[CH:20][CH:19]=1)([CH3:16])[CH3:15].[C:31]([Mg]Br)([CH3:33])=[CH2:32]. (2) Given the product [CH2:2]([C:3]1[CH:4]=[C:5]([CH2:6][CH3:7])[N:19]([C:16]2[CH:17]=[CH:18][C:13]([O:12][CH3:11])=[CH:14][CH:15]=2)[N:20]=1)[CH3:1], predict the reactants needed to synthesize it. The reactants are: [CH3:1][CH2:2][C:3](=O)[CH2:4][C:5](=O)[CH2:6][CH3:7].Cl.[CH3:11][O:12][C:13]1[CH:18]=[CH:17][C:16]([NH:19][NH2:20])=[CH:15][CH:14]=1. (3) The reactants are: [O:1]=[C:2]1[C:10]2([CH2:14][O:13][C:12]3[CH:15]=[C:16]4[C:20](=[CH:21][C:11]2=3)[CH2:19][CH2:18][O:17]4)[C:9]2[C:4](=[CH:5][CH:6]=[CH:7][CH:8]=2)[N:3]1[CH2:22][C:23]1[O:27][C:26]([C:28]([O:30]C)=[O:29])=[CH:25][CH:24]=1.[OH-].[Na+].CO. Given the product [O:1]=[C:2]1[C:10]2([CH2:14][O:13][C:12]3[CH:15]=[C:16]4[C:20](=[CH:21][C:11]2=3)[CH2:19][CH2:18][O:17]4)[C:9]2[C:4](=[CH:5][CH:6]=[CH:7][CH:8]=2)[N:3]1[CH2:22][C:23]1[O:27][C:26]([C:28]([OH:30])=[O:29])=[CH:25][CH:24]=1, predict the reactants needed to synthesize it. (4) Given the product [NH2:1][C:2]1[N:6]([CH:7]2[CH2:12][CH2:11][CH2:10][N:9]([C:32]#[N:31])[CH2:8]2)[N:5]=[C:4]([C:13]2[CH:18]=[CH:17][C:16]([O:19][C:20]3[CH:25]=[C:24]([F:26])[CH:23]=[CH:22][C:21]=3[F:27])=[CH:15][CH:14]=2)[C:3]=1[C:28]([NH2:30])=[O:29], predict the reactants needed to synthesize it. The reactants are: [NH2:1][C:2]1[N:6]([CH:7]2[CH2:12][CH2:11][CH2:10][NH:9][CH2:8]2)[N:5]=[C:4]([C:13]2[CH:18]=[CH:17][C:16]([O:19][C:20]3[CH:25]=[C:24]([F:26])[CH:23]=[CH:22][C:21]=3[F:27])=[CH:15][CH:14]=2)[C:3]=1[C:28]([NH2:30])=[O:29].[N:31]#[C:32]Br.C(=O)([O-])[O-].[K+].[K+]. (5) Given the product [C:41]1([NH:47][C:48]([N:27]2[C:17]3[N:18]=[C:19]([N:21]4[CH2:26][CH2:25][O:24][CH2:23][CH2:22]4)[N:20]=[C:15]([C:12]4[CH:11]=[N:10][C:9]([N:8]([CH2:7][C:6]5[CH:5]=[CH:4][C:3]([O:2][CH3:1])=[CH:40][CH:39]=5)[CH2:30][C:31]5[CH:32]=[CH:33][C:34]([O:37][CH3:38])=[CH:35][CH:36]=5)=[N:14][CH:13]=4)[C:16]=3[CH2:29][CH2:28]2)=[O:49])[CH:46]=[CH:45][CH:44]=[CH:43][CH:42]=1, predict the reactants needed to synthesize it. The reactants are: [CH3:1][O:2][C:3]1[CH:40]=[CH:39][C:6]([CH2:7][N:8]([CH2:30][C:31]2[CH:36]=[CH:35][C:34]([O:37][CH3:38])=[CH:33][CH:32]=2)[C:9]2[N:14]=[CH:13][C:12]([C:15]3[C:16]4[CH2:29][CH2:28][NH:27][C:17]=4[N:18]=[C:19]([N:21]4[CH2:26][CH2:25][O:24][CH2:23][CH2:22]4)[N:20]=3)=[CH:11][N:10]=2)=[CH:5][CH:4]=1.[C:41]1([N:47]=[C:48]=[O:49])[CH:46]=[CH:45][CH:44]=[CH:43][CH:42]=1.